From a dataset of Catalyst prediction with 721,799 reactions and 888 catalyst types from USPTO. Predict which catalyst facilitates the given reaction. Reactant: [CH3:1][O:2][C:3]1[CH:4]=[CH:5][C:6]2[N:14]3[C:9]([CH2:10][CH2:11][CH2:12][CH2:13]3)=[C:8]([CH2:15][CH2:16][N+:17]([O-])=O)[C:7]=2[N:20]=1. Product: [CH3:1][O:2][C:3]1[CH:4]=[CH:5][C:6]2[N:14]3[C:9]([CH2:10][CH2:11][CH2:12][CH2:13]3)=[C:8]([CH2:15][CH2:16][NH2:17])[C:7]=2[N:20]=1. The catalyst class is: 227.